Dataset: Peptide-MHC class I binding affinity with 185,985 pairs from IEDB/IMGT. Task: Regression. Given a peptide amino acid sequence and an MHC pseudo amino acid sequence, predict their binding affinity value. This is MHC class I binding data. (1) The peptide sequence is SEYKAAGYL. The MHC is HLA-A02:01 with pseudo-sequence HLA-A02:01. The binding affinity (normalized) is 0.0847. (2) The peptide sequence is RQFPTAFRF. The MHC is Mamu-B3901 with pseudo-sequence Mamu-B3901. The binding affinity (normalized) is 0.477.